The task is: Predict the reactants needed to synthesize the given product.. This data is from Full USPTO retrosynthesis dataset with 1.9M reactions from patents (1976-2016). (1) The reactants are: [CH3:1][O:2][C:3]1[CH:10]=[CH:9][C:6]([CH:7]=O)=[CH:5][CH:4]=1.[NH2:11][C@@H:12]([CH3:15])[CH2:13][OH:14].CC1C=CC(S(O)(=O)=O)=CC=1. Given the product [CH3:1][O:2][C:3]1[CH:10]=[CH:9][C:6](/[CH:7]=[N:11]/[C@@H:12]([CH3:15])[CH2:13][OH:14])=[CH:5][CH:4]=1, predict the reactants needed to synthesize it. (2) Given the product [NH2:10][CH2:11][CH2:12][CH2:13][CH2:14][CH2:15][C:16]([N:18]1[CH2:22][CH:21]([OH:23])[CH:20]([CH:24]([C:43]2[CH:48]=[CH:47][CH:46]=[CH:45][CH:44]=2)[O:25][CH:26]([C:35]2[CH:40]=[CH:39][C:38]([O:41][CH3:42])=[CH:37][CH:36]=2)[C:27]2[CH:32]=[CH:31][C:30]([O:33][CH3:34])=[CH:29][CH:28]=2)[CH2:19]1)=[O:17], predict the reactants needed to synthesize it. The reactants are: C(OC(=O)[NH:10][CH2:11][CH2:12][CH2:13][CH2:14][CH2:15][C:16]([N:18]1[CH2:22][CH:21]([OH:23])[CH:20]([CH:24]([C:43]2[CH:48]=[CH:47][CH:46]=[CH:45][CH:44]=2)[O:25][CH:26]([C:35]2[CH:40]=[CH:39][C:38]([O:41][CH3:42])=[CH:37][CH:36]=2)[C:27]2[CH:32]=[CH:31][C:30]([O:33][CH3:34])=[CH:29][CH:28]=2)[CH2:19]1)=[O:17])C1C=CC=CC=1. (3) Given the product [CH3:11][O:12][CH2:13][C:14]([NH:1][C:2]1[CH:3]=[C:4]2[C:8](=[CH:9][CH:10]=1)[CH2:7][CH2:6][CH2:5]2)=[O:15], predict the reactants needed to synthesize it. The reactants are: [NH2:1][C:2]1[CH:3]=[C:4]2[C:8](=[CH:9][CH:10]=1)[CH2:7][CH2:6][CH2:5]2.[CH3:11][O:12][CH2:13][C:14](Cl)=[O:15].N1C=CC=CC=1. (4) Given the product [ClH:15].[Br:13][C:9]1[CH:8]=[C:7]2[C:12](=[CH:11][CH:10]=1)[NH:4][N:5]=[C:6]2[CH3:14], predict the reactants needed to synthesize it. The reactants are: C([N:4]1[C:12]2[C:7](=[CH:8][C:9]([Br:13])=[CH:10][CH:11]=2)[C:6]([CH3:14])=[N:5]1)(=O)C.[ClH:15]. (5) Given the product [F:25][C:26]1[CH:31]=[C:30]([O:32][CH3:33])[CH:29]=[CH:28][C:27]=1[C:34]1[N:35]=[C:36]([N:39]2[C:5]([C:7]3[C:12](=[O:13])[CH:11]=[CH:10][N:9]([C:14]4[CH:19]=[CH:18][CH:17]=[C:16]([S:20]([CH3:23])(=[O:22])=[O:21])[CH:15]=4)[N:8]=3)=[CH:4][CH:3]=[N:2]2)[S:37][CH:38]=1, predict the reactants needed to synthesize it. The reactants are: C[N:2](C)/[CH:3]=[CH:4]/[C:5]([C:7]1[C:12](=[O:13])[CH:11]=[CH:10][N:9]([C:14]2[CH:19]=[CH:18][CH:17]=[C:16]([S:20]([CH3:23])(=[O:22])=[O:21])[CH:15]=2)[N:8]=1)=O.[F:25][C:26]1[CH:31]=[C:30]([O:32][CH3:33])[CH:29]=[CH:28][C:27]=1[C:34]1[N:35]=[C:36]([NH:39]N)[S:37][CH:38]=1. (6) Given the product [CH3:14][O:13][C:12]1[CH:11]=[CH:10][CH:9]=[C:8]2[C:7]=1[C:6](=[O:17])[O:16][CH2:15]2, predict the reactants needed to synthesize it. The reactants are: [BH4-].[Na+].C(N(CC)[C:6](=[O:17])[C:7]1[C:12]([O:13][CH3:14])=[CH:11][CH:10]=[CH:9][C:8]=1[CH:15]=[O:16])C. (7) Given the product [CH2:1]([O:3][C:4]([N:6]1[C:15]2[C:10](=[N:11][C:12]([O:16][CH3:17])=[CH:13][CH:14]=2)[C@@H:9]([NH:18][C:19]2[N:24]=[C:23]([CH2:25][C:26]3[CH:31]=[C:30]([C:32]([F:35])([F:34])[F:33])[CH:29]=[C:28]([C:36]([F:39])([F:38])[F:37])[CH:27]=3)[C:22]([N:70]3[CH2:74][CH2:73][CH2:72][CH2:71]3)=[CH:21][N:20]=2)[CH2:8][C@H:7]1[CH2:41][CH3:42])=[O:5])[CH3:2], predict the reactants needed to synthesize it. The reactants are: [CH2:1]([O:3][C:4]([N:6]1[C:15]2[C:10](=[N:11][C:12]([O:16][CH3:17])=[CH:13][CH:14]=2)[C@@H:9]([NH:18][C:19]2[N:24]=[C:23]([CH2:25][C:26]3[CH:31]=[C:30]([C:32]([F:35])([F:34])[F:33])[CH:29]=[C:28]([C:36]([F:39])([F:38])[F:37])[CH:27]=3)[C:22](Br)=[CH:21][N:20]=2)[CH2:8][C@H:7]1[CH2:41][CH3:42])=[O:5])[CH3:2].CC(C)([O-])C.[Na+].C(P(C(C)(C)C)C1C=CC=CC=1C1C=CC=CC=1)(C)(C)C.[NH:70]1[CH2:74][CH2:73][CH2:72][CH2:71]1.